This data is from Catalyst prediction with 721,799 reactions and 888 catalyst types from USPTO. The task is: Predict which catalyst facilitates the given reaction. (1) Reactant: Cl[C:2]1[C:11]2[C:6](=[CH:7][CH:8]=[C:9]([S:12]([CH3:15])(=[O:14])=[O:13])[CH:10]=2)[CH:5]=[N:4][CH:3]=1.[CH3:16][N:17]1[CH:21]=[C:20]([C:22]2[CH:27]=[CH:26][C:25](B3OC(C)(C)C(C)(C)O3)=[CH:24][CH:23]=2)[CH:19]=[N:18]1.C(=O)([O-])[O-].[Na+].[Na+].O. Product: [CH3:15][S:12]([C:9]1[CH:10]=[C:11]2[C:6](=[CH:7][CH:8]=1)[CH:5]=[N:4][CH:3]=[C:2]2[C:25]1[CH:24]=[CH:23][C:22]([C:20]2[CH:19]=[N:18][N:17]([CH3:16])[CH:21]=2)=[CH:27][CH:26]=1)(=[O:14])=[O:13]. The catalyst class is: 12. (2) Reactant: CC(C)([O-])C.[K+].[Br:7][C:8]1[C:12]([F:13])=[CH:11][NH:10][N:9]=1.Cl[C:15]1[CH:16]=[C:17]([C:21]([F:24])([F:23])[F:22])[N:18]=[N:19][CH:20]=1.C(O)=O. Product: [Br:7][C:8]1[C:12]([F:13])=[CH:11][N:10]([C:15]2[CH:16]=[C:17]([C:21]([F:24])([F:23])[F:22])[N:18]=[N:19][CH:20]=2)[N:9]=1. The catalyst class is: 623.